From a dataset of Full USPTO retrosynthesis dataset with 1.9M reactions from patents (1976-2016). Predict the reactants needed to synthesize the given product. Given the product [CH:26]1([C:24]2[NH:23][N:22]=[C:21]([N:20]3[CH:29]=[N:1][C:2]4[C:3]3=[N:4][C:5]([NH:9][C@H:10]([C:13]3[CH:18]=[CH:17][C:16]([F:19])=[CH:15][CH:14]=3)[CH2:11][OH:12])=[N:6][C:7]=4[CH3:8])[CH:25]=2)[CH2:28][CH2:27]1, predict the reactants needed to synthesize it. The reactants are: [NH2:1][C:2]1[C:3]([NH:20][C:21]2[CH:25]=[C:24]([CH:26]3[CH2:28][CH2:27]3)[NH:23][N:22]=2)=[N:4][C:5]([NH:9][C@H:10]([C:13]2[CH:18]=[CH:17][C:16]([F:19])=[CH:15][CH:14]=2)[CH2:11][OH:12])=[N:6][C:7]=1[CH3:8].[C:29](O)(=O)C.C(N)=N.